From a dataset of Full USPTO retrosynthesis dataset with 1.9M reactions from patents (1976-2016). Predict the reactants needed to synthesize the given product. (1) Given the product [Cl:39][C:22]1[C:23]([NH:25][C:26]2[C:31]([S:32]([CH:35]([CH3:36])[CH3:37])(=[O:34])=[O:33])=[CH:30][CH:29]=[CH:28][C:27]=2[F:38])=[N:24][C:19]([NH:1][C:2]2[CH:3]=[CH:4][C:5]3[C:11]([CH3:12])([CH3:13])[CH2:10][CH2:9][C:8](=[O:14])[N:7]([CH2:15][CH3:16])[C:6]=3[CH:17]=2)=[N:20][CH:21]=1, predict the reactants needed to synthesize it. The reactants are: [NH2:1][C:2]1[CH:3]=[CH:4][C:5]2[C:11]([CH3:13])([CH3:12])[CH2:10][CH2:9][C:8](=[O:14])[N:7]([CH2:15][CH3:16])[C:6]=2[CH:17]=1.Cl[C:19]1[N:24]=[C:23]([NH:25][C:26]2[C:31]([S:32]([CH:35]([CH3:37])[CH3:36])(=[O:34])=[O:33])=[CH:30][CH:29]=[CH:28][C:27]=2[F:38])[C:22]([Cl:39])=[CH:21][N:20]=1. (2) The reactants are: Cl[C:2]1[C:3]2[CH:24]=[CH:23][C:22](C)=[CH:21][C:4]=2[S:5][C:6]=1[C:7]([NH:9][C@H:10]([CH2:14][C:15]1[CH:20]=[CH:19][CH:18]=[CH:17][CH:16]=1)[C:11]([OH:13])=[O:12])=[O:8].[F:26]C1C=CC2C=C(C(O)=O)SC=2C=1. Given the product [F:26][C:22]1[CH:23]=[CH:24][C:3]2[CH:2]=[C:6]([C:7]([NH:9][C@H:10]([CH2:14][C:15]3[CH:20]=[CH:19][CH:18]=[CH:17][CH:16]=3)[C:11]([OH:13])=[O:12])=[O:8])[S:5][C:4]=2[CH:21]=1, predict the reactants needed to synthesize it. (3) Given the product [Cl:15][C:16]1[CH:17]=[C:18]([NH:19][C:2]2[CH:3]=[C:4]([CH:9]=[CH:10][C:11]=2[N+:12]([O-:14])=[O:13])[C:5]([O:7][CH3:8])=[O:6])[CH:20]=[CH:21][C:22]=1[O:23][C:24]([F:26])([F:27])[F:25], predict the reactants needed to synthesize it. The reactants are: F[C:2]1[CH:3]=[C:4]([CH:9]=[CH:10][C:11]=1[N+:12]([O-:14])=[O:13])[C:5]([O:7][CH3:8])=[O:6].[Cl:15][C:16]1[CH:17]=[C:18]([CH:20]=[CH:21][C:22]=1[O:23][C:24]([F:27])([F:26])[F:25])[NH2:19]. (4) Given the product [N:37]1([C:28]([C:23]2[CH:24]=[C:25]3[C:20](=[CH:21][CH:22]=2)[CH:19]=[C:18]([C:6]2[C:5]4[C:9](=[CH:10][CH:11]=[C:3]([C:1]#[N:2])[CH:4]=4)[N:8]([CH:12]4[CH2:17][CH2:16][CH2:15][CH2:14][O:13]4)[N:7]=2)[CH:27]=[CH:26]3)=[O:30])[CH2:32][CH2:31][CH2:36][CH2:35]1, predict the reactants needed to synthesize it. The reactants are: [C:1]([C:3]1[CH:4]=[C:5]2[C:9](=[CH:10][CH:11]=1)[N:8]([CH:12]1[CH2:17][CH2:16][CH2:15][CH2:14][O:13]1)[N:7]=[C:6]2[C:18]1[CH:19]=[C:20]2[C:25](=[CH:26][CH:27]=1)[CH:24]=[C:23]([C:28]([OH:30])=O)[CH:22]=[CH:21]2)#[N:2].[CH:31]1[CH:32]=CC2N(O)N=[N:37][C:35]=2[CH:36]=1.CCN=C=NCCCN(C)C.N1CCCC1. (5) Given the product [NH2:1][C:2]1[C:7]([NH2:8])=[CH:6][N:5]=[C:4]([C:12]2[CH:13]=[CH:14][C:15]([F:18])=[CH:16][CH:17]=2)[N:3]=1, predict the reactants needed to synthesize it. The reactants are: [NH2:1][C:2]1[C:7]([N+:8]([O-])=O)=[C:6](Cl)[N:5]=[C:4]([C:12]2[CH:17]=[CH:16][C:15]([F:18])=[CH:14][CH:13]=2)[N:3]=1.C(N(CC)CC)C.[H][H].O. (6) Given the product [CH3:1][C:2]1[C:6]([C:7]2[C:16]3[O:15][CH2:14][CH:13]([C:17]4[CH:22]=[CH:21][CH:20]=[CH:19][N:18]=4)[N:12]4[C:23](=[O:25])[NH:24][C:10]([C:11]=34)=[C:9]([CH2:26][OH:27])[CH:8]=2)=[C:5]([CH3:28])[O:4][N:3]=1, predict the reactants needed to synthesize it. The reactants are: [CH3:1][C:2]1[C:6]([C:7]2[C:16]3[O:15][CH2:14][C@H:13]([C:17]4[CH:22]=[CH:21][CH:20]=[CH:19][N:18]=4)[N:12]4[C:23](=[O:25])[NH:24][C:10]([C:11]=34)=[C:9]([CH:26]=[O:27])[CH:8]=2)=[C:5]([CH3:28])[O:4][N:3]=1.[BH4-].[Na+]. (7) The reactants are: [Br:1][C:2]1[CH:10]=[CH:9][C:5]([C:6]([OH:8])=O)=[CH:4][C:3]=1[CH3:11].[CH3:12][C:13]1[CH:18]=[C:17]([CH3:19])[CH:16]=[CH:15][C:14]=1[N:20]1[CH2:25][CH2:24][NH:23][CH2:22][CH2:21]1. Given the product [Br:1][C:2]1[CH:10]=[CH:9][C:5]([C:6]([N:23]2[CH2:24][CH2:25][N:20]([C:14]3[CH:15]=[CH:16][C:17]([CH3:19])=[CH:18][C:13]=3[CH3:12])[CH2:21][CH2:22]2)=[O:8])=[CH:4][C:3]=1[CH3:11], predict the reactants needed to synthesize it. (8) Given the product [N+:50]([C:47]1[CH:48]=[CH:49][C:44]([C:35]2[C:34]([C:32]3[O:53][CH:29]=[CH:30][N:31]=3)=[CH:42][N:41]3[C:36]=2[C:37]([NH2:43])=[N:38][CH:39]=[N:40]3)=[CH:45][CH:46]=1)([O-:52])=[O:51], predict the reactants needed to synthesize it. The reactants are: Cl.FC(F)(F)CN.CS(O)(=O)=O.O=P12OP3(OP(OP(O3)(O1)=O)(=O)O2)=O.CO[CH:29]([O:53]C)[CH2:30][NH:31][C:32]([C:34]1[C:35]([C:44]2[CH:49]=[CH:48][C:47]([N+:50]([O-:52])=[O:51])=[CH:46][CH:45]=2)=[C:36]2[N:41]([CH:42]=1)[N:40]=[CH:39][N:38]=[C:37]2[NH2:43])=O.C(=O)([O-])[O-].[Na+].[Na+].